This data is from TCR-epitope binding with 47,182 pairs between 192 epitopes and 23,139 TCRs. The task is: Binary Classification. Given a T-cell receptor sequence (or CDR3 region) and an epitope sequence, predict whether binding occurs between them. (1) The epitope is QARQMVQAMRTIGTHP. The TCR CDR3 sequence is CASSQDLGLIQPQHF. Result: 0 (the TCR does not bind to the epitope). (2) The epitope is YVFCTVNAL. The TCR CDR3 sequence is CASSFTGQGPASYEQYF. Result: 0 (the TCR does not bind to the epitope). (3) The epitope is SGPLKAEIAQRLED. The TCR CDR3 sequence is CASSVLRGRQGAWGEKLFF. Result: 0 (the TCR does not bind to the epitope). (4) The epitope is TLIGDCATV. The TCR CDR3 sequence is CASSPGTGADQPQHF. Result: 1 (the TCR binds to the epitope). (5) The epitope is YEGNSPFHPL. The TCR CDR3 sequence is CASSQEEGTRELFF. Result: 0 (the TCR does not bind to the epitope). (6) The epitope is YLNTLTLAV. The TCR CDR3 sequence is CASSLGAGNEQFF. Result: 1 (the TCR binds to the epitope).